This data is from Full USPTO retrosynthesis dataset with 1.9M reactions from patents (1976-2016). The task is: Predict the reactants needed to synthesize the given product. (1) Given the product [C:1]([O:5][C:6]([N:8]1[CH2:13][CH2:12][CH:11]([C:14]2[N:15]([CH2:20][CH2:21][N:22]3[CH2:25][CH2:24][CH2:23]3)[CH:16]=[C:17]([C:30]3[CH:31]=[CH:32][C:27]([F:26])=[C:28]([CH3:36])[CH:29]=3)[N:18]=2)[CH2:10][CH2:9]1)=[O:7])([CH3:4])([CH3:3])[CH3:2], predict the reactants needed to synthesize it. The reactants are: [C:1]([O:5][C:6]([N:8]1[CH2:13][CH2:12][CH:11]([C:14]2[N:15]([CH2:20][CH2:21][N:22]3[CH2:25][CH2:24][CH2:23]3)[CH:16]=[C:17](Br)[N:18]=2)[CH2:10][CH2:9]1)=[O:7])([CH3:4])([CH3:3])[CH3:2].[F:26][C:27]1[CH:32]=[CH:31][C:30](B(O)O)=[CH:29][C:28]=1[CH3:36].C([O-])([O-])=O.[Cs+].[Cs+]. (2) Given the product [Br:1][C:2]1[CH:7]=[CH:6][N:5]=[C:4]([CH2:8][C:9]([C:11]2[CH:16]=[CH:15][C:14]([F:17])=[CH:13][CH:12]=2)=[N:28][OH:29])[CH:3]=1, predict the reactants needed to synthesize it. The reactants are: [Br:1][C:2]1[CH:7]=[CH:6][N:5]=[C:4]([CH2:8][C:9]([C:11]2[CH:16]=[CH:15][C:14]([F:17])=[CH:13][CH:12]=2)=O)[CH:3]=1.C(O)C.N1C=CC=CC=1.Cl.[NH2:28][OH:29]. (3) Given the product [O:35]1[C:39]([C:40]2[CH:41]=[C:42]([NH:43][C:24]([N:17]3[C@@H:16]4[CH2:18][N:13]([CH2:14][CH2:15]4)[C:12]4[CH:19]=[CH:20][C:9]([C:5]5[CH:6]=[CH:7][CH:8]=[C:3]([C:2]([F:1])([F:21])[F:22])[CH:4]=5)=[CH:10][C:11]3=4)=[O:26])[CH:44]=[CH:45][CH:46]=2)=[CH:38][N:37]=[CH:36]1, predict the reactants needed to synthesize it. The reactants are: [F:1][C:2]([F:22])([F:21])[C:3]1[CH:4]=[C:5]([C:9]2[CH:20]=[CH:19][C:12]3[N:13]4[CH2:18][C@@H:16]([NH:17][C:11]=3[CH:10]=2)[CH2:15][CH2:14]4)[CH:6]=[CH:7][CH:8]=1.Cl[C:24](Cl)([O:26]C(=O)OC(Cl)(Cl)Cl)Cl.[O:35]1[C:39]([C:40]2[CH:41]=[C:42]([CH:44]=[CH:45][CH:46]=2)[NH2:43])=[CH:38][N:37]=[CH:36]1. (4) Given the product [CH3:14][O:15][C:16]([C:18]1[S:19][CH:20]=[CH:21][C:22]=1[NH:23][C:6](=[O:10])[CH2:7][C:8]#[N:9])=[O:17], predict the reactants needed to synthesize it. The reactants are: ClC1C2SC=CC=2N[C:6](=[O:10])[C:7]=1[C:8]#[N:9].[CH3:14][O:15][C:16]([C:18]1[S:19][CH:20]=[CH:21][C:22]=1[NH2:23])=[O:17].COC(=O)CC#N. (5) Given the product [Na:1].[N:25]1([C:33]([C@@H:35]([C@H:37]([CH2:50][OH:51])[O:38][CH2:39][P:40]([OH:42])([OH:46])=[O:41])[OH:36])=[O:34])[CH:32]=[CH:31][C:29]([NH2:30])=[N:28][C:26]1=[O:27], predict the reactants needed to synthesize it. The reactants are: [Na:1].N1C(N)=C2C(N(C([C@@H]([C@H](CO)OCP(O)(O)=O)O)=O)C=N2)=NC=1.[N:25]1([C:33]([C@@H:35]([C@H:37]([CH2:50][OH:51])[O:38][CH2:39][P:40]([O:46]C(C)C)([O:42]C(C)C)=[O:41])[OH:36])=[O:34])[CH:32]=[CH:31][C:29]([NH2:30])=[N:28][C:26]1=[O:27]. (6) Given the product [C:18]([O:17][C:15]([CH2:14][N:1]1[C:2](=[O:10])[CH2:3][CH2:4][N:5]([CH2:14][C:15]([O:17][C:18]([CH3:21])([CH3:20])[CH3:19])=[O:16])[C:6](=[O:9])[CH2:7][CH2:8]1)=[O:16])([CH3:21])([CH3:20])[CH3:19], predict the reactants needed to synthesize it. The reactants are: [NH:1]1[CH2:8][CH2:7][C:6](=[O:9])[NH:5][CH2:4][CH2:3][C:2]1=[O:10].[H-].[Na+].Br[CH2:14][C:15]([O:17][C:18]([CH3:21])([CH3:20])[CH3:19])=[O:16].